This data is from Full USPTO retrosynthesis dataset with 1.9M reactions from patents (1976-2016). The task is: Predict the reactants needed to synthesize the given product. (1) Given the product [Cl:1][C:2]1[CH:3]=[CH:4][C:5]([C:8]2[O:12][C:11]([C:13]([N:25]3[CH2:26][CH:23]([OH:22])[CH2:24]3)=[O:15])=[N:10][N:9]=2)=[CH:6][CH:7]=1, predict the reactants needed to synthesize it. The reactants are: [Cl:1][C:2]1[CH:7]=[CH:6][C:5]([C:8]2[O:12][C:11]([C:13]([O:15]CC)=O)=[N:10][N:9]=2)=[CH:4][CH:3]=1.[C-]#N.[Na+].Cl.[OH:22][CH:23]1[CH2:26][NH:25][CH2:24]1.C(N(CC)CC)C. (2) Given the product [C:39]([O:43][C:44](=[O:45])[N:46]([C@H:47]([C:48](=[O:49])[NH:37][C@@H:30]([CH:31]1[CH2:32][CH2:33][CH2:34][CH2:35][CH2:36]1)[C:29]([N:20]1[CH2:21][CH2:22][C:23]2[C:28](=[CH:27][CH:26]=[CH:25][CH:24]=2)[C@H:19]1[C:17](=[O:18])[NH:16][C:10]1[C:11]([F:15])=[CH:12][CH:13]=[CH:14][C:9]=1[F:8])=[O:38])[CH3:51])[CH3:52])([CH3:40])([CH3:41])[CH3:42], predict the reactants needed to synthesize it. The reactants are: FC(F)(F)C(O)=O.[F:8][C:9]1[CH:14]=[CH:13][CH:12]=[C:11]([F:15])[C:10]=1[NH:16][C:17]([C@@H:19]1[C:28]2[C:23](=[CH:24][CH:25]=[CH:26][CH:27]=2)[CH2:22][CH2:21][N:20]1[C:29](=[O:38])[C@@H:30]([NH2:37])[CH:31]1[CH2:36][CH2:35][CH2:34][CH2:33][CH2:32]1)=[O:18].[C:39]([O:43][C:44]([N:46]([CH3:52])[C@@H:47]([CH3:51])[C:48](O)=[O:49])=[O:45])([CH3:42])([CH3:41])[CH3:40].CN(C(ON1N=NC2C=CC=NC1=2)=[N+](C)C)C.F[P-](F)(F)(F)(F)F.CCN(C(C)C)C(C)C. (3) Given the product [F:10][CH:2]([F:1])[CH:3]1[CH2:4][CH:5]([C:7]([N:66]2[CH2:67][CH2:68][N:63]([CH2:62][C:47]3[C:48]([CH3:61])=[C:49]([NH:51][C:52](=[O:60])[C:53]4[CH:58]=[CH:57][C:56]([CH3:59])=[N:55][CH:54]=4)[CH:50]=[C:45]([F:44])[CH:46]=3)[CH2:64][C@@H:65]2[CH3:69])=[O:9])[CH2:6]1, predict the reactants needed to synthesize it. The reactants are: [F:1][CH:2]([F:10])[CH:3]1[CH2:6][CH:5]([C:7]([OH:9])=O)[CH2:4]1.CN(C(ON1N=NC2C=CC=NC1=2)=[N+](C)C)C.F[P-](F)(F)(F)(F)F.C(N(C(C)C)C(C)C)C.[F:44][C:45]1[CH:46]=[C:47]([CH2:62][N:63]2[CH2:68][CH2:67][NH:66][C@@H:65]([CH3:69])[CH2:64]2)[C:48]([CH3:61])=[C:49]([NH:51][C:52](=[O:60])[C:53]2[CH:58]=[CH:57][C:56]([CH3:59])=[N:55][CH:54]=2)[CH:50]=1. (4) Given the product [CH2:1]([O:8][CH2:9][C@H:10]1[N:11]([S:20]([C:23]2[CH:32]=[CH:31][C:30]3[C:25](=[CH:26][CH:27]=[CH:28][CH:29]=3)[CH:24]=2)(=[O:22])=[O:21])[CH2:12][C@H:13]([OH:15])[CH2:14]1)[C:2]1[CH:3]=[CH:4][CH:5]=[CH:6][CH:7]=1, predict the reactants needed to synthesize it. The reactants are: [CH2:1]([O:8][CH2:9][C@@H:10]1[CH2:14][C@@H:13]([O:15]C(C)(C)C)[CH2:12][N:11]1[S:20]([C:23]1[CH:32]=[CH:31][C:30]2[C:25](=[CH:26][CH:27]=[CH:28][CH:29]=2)[CH:24]=1)(=[O:22])=[O:21])[C:2]1[CH:7]=[CH:6][CH:5]=[CH:4][CH:3]=1. (5) Given the product [Cl:21][C:6]1[CH:5]=[N+:4]([O-:22])[CH:3]=[C:2]([Cl:1])[C:7]=1[CH2:8][C@@H:9]([C:11]1[CH:16]=[CH:15][C:14]([O:17][CH3:18])=[C:13]([O:19][CH3:20])[CH:12]=1)[O:10][C:28](=[O:29])[C:27]1[CH:31]=[CH:32][CH:33]=[C:25]([CH:23]=[O:24])[CH:26]=1, predict the reactants needed to synthesize it. The reactants are: [Cl:1][C:2]1[CH:3]=[N+:4]([O-:22])[CH:5]=[C:6]([Cl:21])[C:7]=1[CH2:8][C@@H:9]([C:11]1[CH:16]=[CH:15][C:14]([O:17][CH3:18])=[C:13]([O:19][CH3:20])[CH:12]=1)[OH:10].[CH:23]([C:25]1[CH:26]=[C:27]([CH:31]=[CH:32][CH:33]=1)[C:28](O)=[O:29])=[O:24].Cl.CN(C)CCCN=C=NCC. (6) Given the product [Cl:1][C:2]1[CH:3]=[C:4]([NH:5][C@H:12]([C:13]([OH:15])=[O:14])[CH3:16])[CH:6]=[CH:7][C:8]=1[Cl:9], predict the reactants needed to synthesize it. The reactants are: [Cl:1][C:2]1[CH:3]=[C:4]([CH:6]=[CH:7][C:8]=1[Cl:9])[NH2:5].O.Cl[CH:12]([CH3:16])[C:13]([OH:15])=[O:14].C(=O)(O)[O-].[Na+]. (7) Given the product [CH3:23][C:19]1[N:18]=[C:17]([C:14]2[N:13]=[CH:12][C:11]3[CH:10]=[N:9][N:8]([C:6]4[N:7]=[C:2]([N:30]5[CH2:36][CH:35]([OH:37])[CH2:34][NH:33][CH2:32][CH2:31]5)[C:3]([C:24]([F:27])([F:25])[F:26])=[CH:4][CH:5]=4)[C:16]=3[CH:15]=2)[CH:22]=[N:21][CH:20]=1, predict the reactants needed to synthesize it. The reactants are: F[C:2]1[N:7]=[C:6]([N:8]2[C:16]3[CH:15]=[C:14]([C:17]4[CH:22]=[N:21][CH:20]=[C:19]([CH3:23])[N:18]=4)[N:13]=[CH:12][C:11]=3[CH:10]=[N:9]2)[CH:5]=[CH:4][C:3]=1[C:24]([F:27])([F:26])[F:25].Br.Br.[NH:30]1[CH2:36][CH:35]([OH:37])[CH2:34][NH:33][CH2:32][CH2:31]1.C(=O)([O-])[O-].[Cs+].[Cs+]. (8) Given the product [Br:1][C:2]1[CH:7]=[CH:6][C:5]2[C:14](=[O:15])[O:9][CH2:8][C:4]=2[C:3]=1[O:10][CH3:11], predict the reactants needed to synthesize it. The reactants are: [Br:1][C:2]1[C:3]([O:10][CH3:11])=[C:4]([CH2:8][OH:9])[CH:5]=[CH:6][CH:7]=1.FC(F)(F)[C:14]([O-])=[O:15].FC(F)(F)C(O)=O.[O-2].[Mg+2].